This data is from Forward reaction prediction with 1.9M reactions from USPTO patents (1976-2016). The task is: Predict the product of the given reaction. (1) Given the reactants [CH3:1][O:2][C:3]1[CH:8]=[CH:7][CH:6]=[CH:5][C:4]=1[N:9]1[CH2:14][CH2:13][C:12]([CH2:23][NH2:24])([C:15]2[CH:20]=[CH:19][CH:18]=[C:17]([O:21][CH3:22])[CH:16]=2)[CH2:11][CH2:10]1.O.C(N1[C:35](=[O:36])[C:34]2=[CH:37][CH:38]=[CH:39][CH:40]=[C:33]2[C:32]1=[O:41])(OCC)=O, predict the reaction product. The product is: [CH3:1][O:2][C:3]1[CH:8]=[CH:7][CH:6]=[CH:5][C:4]=1[N:9]1[CH2:14][CH2:13][C:12]([CH2:23][N:24]2[C:35](=[O:36])[C:34]3[C:33](=[CH:40][CH:39]=[CH:38][CH:37]=3)[C:32]2=[O:41])([C:15]2[CH:20]=[CH:19][CH:18]=[C:17]([O:21][CH3:22])[CH:16]=2)[CH2:11][CH2:10]1. (2) Given the reactants C(OC([N:8]1[CH2:13][CH2:12][CH:11]([C:14]2[N:15]([CH2:30][C@H:31]3[CH2:36][CH2:35][CH2:34][CH2:33][N:32]3[C:37]([O:39][CH2:40][C:41]3[CH:46]=[CH:45][CH:44]=[CH:43][CH:42]=3)=[O:38])[CH:16]=[C:17]([C:19]3[CH:24]=[CH:23][C:22]([F:25])=[C:21]([C:26]([F:29])([F:28])[F:27])[CH:20]=3)[N:18]=2)[CH2:10][CH2:9]1)=O)(C)(C)C.[ClH:47], predict the reaction product. The product is: [ClH:47].[ClH:47].[ClH:47].[F:25][C:22]1[CH:23]=[CH:24][C:19]([C:17]2[N:18]=[C:14]([CH:11]3[CH2:12][CH2:13][NH:8][CH2:9][CH2:10]3)[N:15]([CH2:30][C@H:31]3[CH2:36][CH2:35][CH2:34][CH2:33][N:32]3[C:37]([O:39][CH2:40][C:41]3[CH:46]=[CH:45][CH:44]=[CH:43][CH:42]=3)=[O:38])[CH:16]=2)=[CH:20][C:21]=1[C:26]([F:29])([F:27])[F:28]. (3) Given the reactants [C:1]([O:5][C:6](=[O:36])[NH:7][C:8]1([C:12]2[CH:17]=[CH:16][C:15]([C:18]3[C:27](=[O:28])[C:26]4[C:21](=[CH:22][CH:23]=[C:24](F)[CH:25]=4)[O:20][C:19]=3[C:30]3[CH:35]=[CH:34][CH:33]=[CH:32][CH:31]=3)=[CH:14][CH:13]=2)[CH2:11][CH2:10][CH2:9]1)([CH3:4])([CH3:3])[CH3:2].IC1C(=O)C2[C:45](OC=1C1C=CC=CC=1)=[C:44]1[N:54](C(C)C)[N:55]=[CH:56][C:43]1=CC=2, predict the reaction product. The product is: [C:1]([O:5][C:6](=[O:36])[NH:7][C:8]1([C:12]2[CH:17]=[CH:16][C:15]([C:18]3[C:27](=[O:28])[C:26]4[C:21]([O:20][C:19]=3[C:30]3[CH:35]=[CH:34][CH:33]=[CH:32][CH:31]=3)=[C:22]3[N:54]([CH:44]([CH3:45])[CH3:43])[N:55]=[CH:56][C:23]3=[CH:24][CH:25]=4)=[CH:14][CH:13]=2)[CH2:11][CH2:10][CH2:9]1)([CH3:4])([CH3:3])[CH3:2]. (4) Given the reactants [F:1][C:2]1[CH:7]=[CH:6][C:5]([CH:8]([C:44]2[CH:49]=[CH:48][C:47]([F:50])=[CH:46][CH:45]=2)[CH2:9][CH2:10][N:11]([CH2:36][CH2:37][C:38]2[CH:43]=[CH:42][CH:41]=[CH:40][N:39]=2)[C:12]([NH:14][C:15]2[S:16][C:17]([Cl:35])=[C:18]([C:20]3[CH:25]=[CH:24][C:23]([N:26]4[CH:30]=[C:29]([Si](C)(C)C)[N:28]=[N:27]4)=[CH:22][CH:21]=3)[N:19]=2)=[O:13])=[CH:4][CH:3]=1.[F-].C([N+](CCCC)(CCCC)CCCC)CCC, predict the reaction product. The product is: [F:1][C:2]1[CH:7]=[CH:6][C:5]([CH:8]([C:44]2[CH:45]=[CH:46][C:47]([F:50])=[CH:48][CH:49]=2)[CH2:9][CH2:10][N:11]([CH2:36][CH2:37][C:38]2[CH:43]=[CH:42][CH:41]=[CH:40][N:39]=2)[C:12]([NH:14][C:15]2[S:16][C:17]([Cl:35])=[C:18]([C:20]3[CH:21]=[CH:22][C:23]([N:26]4[CH:30]=[CH:29][N:28]=[N:27]4)=[CH:24][CH:25]=3)[N:19]=2)=[O:13])=[CH:4][CH:3]=1. (5) The product is: [NH2:1][C:2]1[CH:12]=[CH:11][C:10]([C:22]2[N:21]([C:19]([O:18][C:14]([CH3:17])([CH3:16])[CH3:15])=[O:20])[C:29]3[C:24]([CH:23]=2)=[CH:25][CH:26]=[CH:27][CH:28]=3)=[C:4]2[C:5]([NH:7][C:8](=[O:9])[C:3]=12)=[O:6]. Given the reactants [NH2:1][C:2]1[CH:12]=[CH:11][C:10](Br)=[C:4]2[C:5]([NH:7][C:8](=[O:9])[C:3]=12)=[O:6].[C:14]([O:18][C:19]([N:21]1[C:29]2[C:24](=[CH:25][CH:26]=[CH:27][CH:28]=2)[CH:23]=[C:22]1B(O)O)=[O:20])([CH3:17])([CH3:16])[CH3:15].C1(C)C=CC=CC=1P(C1C=CC=CC=1C)C1C=CC=CC=1C.C(N(CC)CC)C, predict the reaction product. (6) Given the reactants [H-].[H-].[H-].[H-].[Li+].[Al+3].[N:7]1[C:8]([C:19](OCC)=[O:20])=[CH:9][N:10]2[C:14]3[CH:15]=[CH:16][CH:17]=[CH:18][C:13]=3[S:12][C:11]=12, predict the reaction product. The product is: [N:7]1[C:8]([CH2:19][OH:20])=[CH:9][N:10]2[C:14]3[CH:15]=[CH:16][CH:17]=[CH:18][C:13]=3[S:12][C:11]=12.